Dataset: CYP2C9 inhibition data for predicting drug metabolism from PubChem BioAssay. Task: Regression/Classification. Given a drug SMILES string, predict its absorption, distribution, metabolism, or excretion properties. Task type varies by dataset: regression for continuous measurements (e.g., permeability, clearance, half-life) or binary classification for categorical outcomes (e.g., BBB penetration, CYP inhibition). Dataset: cyp2c9_veith. (1) The compound is O=C(O)c1ccccc1NCn1c(=S)sc2ccccc21. The result is 0 (non-inhibitor). (2) The molecule is CC(=O)OC[C@@H]1O[C@H](CCON=C(C)C)C=C[C@@H]1OC(C)=O. The result is 0 (non-inhibitor). (3) The compound is CCN(C(=O)c1cnc(N2CCN(c3ncccn3)CC2)c2ccccc12)c1cccc(Cl)c1. The result is 1 (inhibitor).